From a dataset of Reaction yield outcomes from USPTO patents with 853,638 reactions. Predict the reaction yield, written as a fraction of the theoretical maximum amount of product (1.0 means a 100% yield; for example, 0.34 means a 34% yield). (1) The yield is 0.200. The product is [C:23]([C:25]([C:28]1[CH:29]=[C:30]([NH:34][C:35]([NH:19][C:18]2[CH:20]=[CH:21][CH:22]=[C:16]([O:15][C:6]3[C:5]4[C:10](=[CH:11][C:12]([O:13][CH3:14])=[C:3]([O:2][CH3:1])[CH:4]=4)[N:9]=[CH:8][N:7]=3)[CH:17]=2)=[O:36])[CH:31]=[CH:32][CH:33]=1)([CH3:27])[CH3:26])#[N:24]. The reactants are [CH3:1][O:2][C:3]1[CH:4]=[C:5]2[C:10](=[CH:11][C:12]=1[O:13][CH3:14])[N:9]=[CH:8][N:7]=[C:6]2[O:15][C:16]1[CH:17]=[C:18]([CH:20]=[CH:21][CH:22]=1)[NH2:19].[C:23]([C:25]([C:28]1[CH:29]=[C:30]([NH:34][C:35](=O)[O:36]C2C=CC=CC=2)[CH:31]=[CH:32][CH:33]=1)([CH3:27])[CH3:26])#[N:24]. The catalyst is C1COCC1.CN(C1C=CN=CC=1)C. (2) The reactants are [Cl:1][C:2]1[C:3]([CH2:8][NH2:9])=[N:4][CH:5]=[CH:6][N:7]=1.Cl.[N:11]1([C:19]([O:21][CH2:22][C:23]2[CH:28]=[CH:27][CH:26]=[CH:25][CH:24]=2)=[O:20])[CH2:18][CH2:17][CH2:16][C@H:12]1[C:13](O)=[O:14].C(N(CC)CC)C.CN(C(ON1N=NC2C=CC=NC1=2)=[N+](C)C)C.F[P-](F)(F)(F)(F)F. The catalyst is ClCCl. The product is [Cl:1][C:2]1[C:3]([CH2:8][NH:9][C:13]([C@@H:12]2[CH2:16][CH2:17][CH2:18][N:11]2[C:19]([O:21][CH2:22][C:23]2[CH:28]=[CH:27][CH:26]=[CH:25][CH:24]=2)=[O:20])=[O:14])=[N:4][CH:5]=[CH:6][N:7]=1. The yield is 0.627.